Dataset: Forward reaction prediction with 1.9M reactions from USPTO patents (1976-2016). Task: Predict the product of the given reaction. (1) Given the reactants [I:1][C:2]1[CH:3]=[C:4]2[C:9](=[CH:10][CH:11]=1)[C:8](=[O:12])[NH:7][C:6](=[O:13])/[C:5]/2=[CH:14]\NC1C=CC(C2CCN(C)CC2)=CC=1.BrC1C=C2C(=CC=1)[C:36](=[O:40])NC(=O)C2=C[NH:43][C:44]1[CH:49]=[CH:48][C:47]([N:50]2[CH2:55][CH:54]([CH3:56])[NH:53][CH:52]([CH3:57])[CH2:51]2)=[CH:46][CH:45]=1, predict the reaction product. The product is: [I:1][C:2]1[CH:3]=[C:4]2[C:9](=[CH:10][CH:11]=1)[C:8](=[O:12])[NH:7][C:6](=[O:13])/[C:5]/2=[CH:14]/[O:40][CH3:36].[CH3:56][CH:54]1[NH:53][CH:52]([CH3:57])[CH2:51][N:50]([C:47]2[CH:48]=[CH:49][C:44]([NH2:43])=[CH:45][CH:46]=2)[CH2:55]1. (2) The product is: [F:42][C:39]1[CH:40]=[C:41]2[C:36](=[CH:37][CH:38]=1)[N:35]([CH2:43][C:44]([O:46][CH3:50])=[O:45])[C:34]([CH3:47])=[C:33]2[O:32][C:31]1[CH:30]=[CH:29][C:28]([C:25]([NH:2][CH3:1])=[O:27])=[CH:49][CH:48]=1. Given the reactants [CH3:1][N:2](C(ON1N=NC2C=CC=NC1=2)=[N+](C)C)C.F[P-](F)(F)(F)(F)F.[C:25]([C:28]1[CH:49]=[CH:48][C:31]([O:32][C:33]2[C:41]3[C:36](=[CH:37][CH:38]=[C:39]([F:42])[CH:40]=3)[N:35]([CH2:43][C:44]([OH:46])=[O:45])[C:34]=2[CH3:47])=[CH:30][CH:29]=1)([OH:27])=O.[CH3:50]CN(C(C)C)C(C)C.CN.Cl, predict the reaction product. (3) Given the reactants [Li+].[OH-].C[O:4][C:5](=[O:23])[C@@H:6]([NH:11][C:12](=[O:22])[C@@H:13]([CH:20]=[CH2:21])[C@H:14]([OH:19])[CH2:15][CH2:16][CH2:17][CH3:18])[CH2:7][CH2:8][S:9][CH3:10], predict the reaction product. The product is: [OH:19][C@H:14]([CH2:15][CH2:16][CH2:17][CH3:18])[C@H:13]([CH:20]=[CH2:21])[C:12]([NH:11][C@@H:6]([CH2:7][CH2:8][S:9][CH3:10])[C:5]([OH:23])=[O:4])=[O:22].